Task: Regression. Given a peptide amino acid sequence and an MHC pseudo amino acid sequence, predict their binding affinity value. This is MHC class II binding data.. Dataset: Peptide-MHC class II binding affinity with 134,281 pairs from IEDB (1) The peptide sequence is ATQARAAAAAFEQAH. The MHC is DRB1_0802 with pseudo-sequence DRB1_0802. The binding affinity (normalized) is 0. (2) The peptide sequence is IQSIPFVHLGHRDNI. The MHC is DRB1_0802 with pseudo-sequence DRB1_0802. The binding affinity (normalized) is 0.420. (3) The peptide sequence is DVKFPGGTQIVGGVY. The MHC is HLA-DQA10501-DQB10301 with pseudo-sequence HLA-DQA10501-DQB10301. The binding affinity (normalized) is 0.463. (4) The peptide sequence is GGSILKISNKFHTKG. The MHC is DRB1_0802 with pseudo-sequence DRB1_0802. The binding affinity (normalized) is 0.846. (5) The peptide sequence is VLAPYMPDVLEKLEL. The binding affinity (normalized) is 0.487. The MHC is DRB1_0404 with pseudo-sequence DRB1_0404. (6) The peptide sequence is YEVRAELPGVDPDKD. The MHC is DRB1_0802 with pseudo-sequence DRB1_0802. The binding affinity (normalized) is 0. (7) The MHC is HLA-DPA10103-DPB10401 with pseudo-sequence HLA-DPA10103-DPB10401. The peptide sequence is IFRHWYWQQPYYIVA. The binding affinity (normalized) is 0.827. (8) The peptide sequence is GELNIVDKIDAAFKI. The MHC is DRB3_0202 with pseudo-sequence DRB3_0202. The binding affinity (normalized) is 0.236. (9) The peptide sequence is RLEFDEFVTLAAKFI. The MHC is DRB1_0701 with pseudo-sequence DRB1_0701. The binding affinity (normalized) is 0.636. (10) The peptide sequence is VKEEGKEELQEIPTM. The MHC is DRB1_0404 with pseudo-sequence DRB1_0404. The binding affinity (normalized) is 0.377.